Dataset: PAMPA (Parallel Artificial Membrane Permeability Assay) permeability data from NCATS. Task: Regression/Classification. Given a drug SMILES string, predict its absorption, distribution, metabolism, or excretion properties. Task type varies by dataset: regression for continuous measurements (e.g., permeability, clearance, half-life) or binary classification for categorical outcomes (e.g., BBB penetration, CYP inhibition). Dataset: pampa_ncats. (1) The drug is CCOC1=C(C=C(C=C1)CCNC(=O)C2=CC=CC=C2)OCC. The result is 1 (high permeability). (2) The drug is CCN(CC)[S+](=O)(C1=C(C=CC(=C1)NC(=O)C2=C(C(=C(N2)C)C(=O)C)C)OC)[O-]. The result is 1 (high permeability). (3) The molecule is COC1=C(C=C(C=C1)NC(=O)C2=CN=CC=C2)S(=O)(=O)NC3=CC=C(C=C3)Br. The result is 1 (high permeability). (4) The molecule is C1=CC(=CC(=C1)C2=NC=CC(=N2)N3C=CN=C3)C#N. The result is 1 (high permeability). (5) The molecule is CC1=C(C(CC(=O)N1)C(=O)NC2=CC=C(C=C2)Cl)C(=O)OC. The result is 1 (high permeability). (6) The drug is CC1=CC=C(C=C1)S(=O)(=O)NC2=CC=CC=C2C(=O)NC3=NC(=CO3)C4=CC=CC=C4. The result is 1 (high permeability). (7) The drug is CC1=C(NC(=C1C(=O)C)C)C(=O)NC2=CC(=CC=C2)[S+](=O)(NC3=CC=C(C=C3)NC(=O)C)[O-]. The result is 1 (high permeability). (8) The molecule is C1CN(CCN1C2=CC=CC=C2F)C(=O)C3=C(N(N=C3)C4=CC(=CC=C4)F)N5C=CC=C5. The result is 1 (high permeability). (9) The compound is CCC1=NC2=C(C(=O)N1CC3=CC=CO3)SC4=C2C=C5COC(CC5=N4)(C)C. The result is 1 (high permeability).